The task is: Predict the reaction yield, written as a fraction of the theoretical maximum amount of product (1.0 means a 100% yield; for example, 0.34 means a 34% yield).. This data is from Reaction yield outcomes from USPTO patents with 853,638 reactions. (1) The reactants are [CH3:1][O:2][C:3](=[O:21])[C:4]1[CH:9]=[C:8]([C:10](=[O:12])[CH3:11])[C:7]([C:13]([F:16])([F:15])[F:14])=[CH:6][C:5]=1[NH:17][C:18](=[O:20])[CH3:19]. The catalyst is [Pd].C1COCC1. The product is [CH3:1][O:2][C:3](=[O:21])[C:4]1[CH:9]=[C:8]([CH:10]([OH:12])[CH3:11])[C:7]([C:13]([F:16])([F:15])[F:14])=[CH:6][C:5]=1[NH:17][C:18](=[O:20])[CH3:19]. The yield is 0.910. (2) The product is [Br:1][C:2]1[C:3]([CH3:11])=[C:4]([Cl:10])[C:5]([CH:8]=[O:9])=[N:6][CH:7]=1. The yield is 0.890. The catalyst is ClCCl. The reactants are [Br:1][C:2]1[C:3]([CH3:11])=[C:4]([Cl:10])[C:5]([CH2:8][OH:9])=[N:6][CH:7]=1.CC(OI1(OC(C)=O)(OC(C)=O)OC(=O)C2C=CC=CC1=2)=O. (3) The reactants are [NH2:1][C:2]1[CH:10]=[CH:9][C:5]([C:6]([OH:8])=O)=[CH:4][N:3]=1.CN(C(ON1N=NC2C=CC=NC1=2)=[N+](C)C)C.F[P-](F)(F)(F)(F)F.C(N(CC)CC)C.[F:42][C:43]1[CH:63]=[C:62]([S:64]([CH3:67])(=[O:66])=[O:65])[CH:61]=[CH:60][C:44]=1[O:45][C:46]1[C:51]([CH3:52])=[C:50]([O:53][CH:54]2[CH2:59][CH2:58][NH:57][CH2:56][CH2:55]2)[N:49]=[CH:48][N:47]=1. The catalyst is CN(C=O)C. The product is [NH2:1][C:2]1[N:3]=[CH:4][C:5]([C:6]([N:57]2[CH2:58][CH2:59][CH:54]([O:53][C:50]3[C:51]([CH3:52])=[C:46]([O:45][C:44]4[CH:60]=[CH:61][C:62]([S:64]([CH3:67])(=[O:65])=[O:66])=[CH:63][C:43]=4[F:42])[N:47]=[CH:48][N:49]=3)[CH2:55][CH2:56]2)=[O:8])=[CH:9][CH:10]=1. The yield is 0.907. (4) The reactants are CCCC[CH2:5][CH3:6].[H-].[Na+].[CH2:9]([C:13]1[NH:14][CH:15]=[CH:16][N:17]=1)[CH2:10][CH2:11][CH3:12].[CH3:18][Si:19](C)([CH3:25])[CH2:20]COCCl.CN(C)[CH:29]=[O:30]. No catalyst specified. The product is [CH2:9]([C:13]1[N:14]([Si:19]([CH3:25])([CH3:20])[CH3:18])[CH:15]=[C:16]([CH2:29][O:30][CH2:5][CH3:6])[N:17]=1)[CH2:10][CH2:11][CH3:12]. The yield is 0.960. (5) The reactants are Br[C:2]1[C:7]2=[N:8][C:9]([C:12]([NH2:14])=[O:13])=[CH:10][N:11]=[C:6]2[CH:5]=[N:4][CH:3]=1.[F:15][C:16]([F:27])([F:26])[C:17]1[CH:18]=[C:19](B(O)O)[CH:20]=[CH:21][CH:22]=1.C(=O)([O-])[O-].[Cs+].[Cs+].O1CCOCC1. The catalyst is C1(P([C-]2C=CC=C2)C2C=CC=CC=2)C=CC=CC=1.[C-]1(P(C2C=CC=CC=2)C2C=CC=CC=2)C=CC=C1.[Fe+2].[Pd](Cl)Cl.O. The product is [F:15][C:16]([F:27])([F:26])[C:17]1[CH:22]=[C:21]([C:2]2[C:7]3=[N:8][C:9]([C:12]([NH2:14])=[O:13])=[CH:10][N:11]=[C:6]3[CH:5]=[N:4][CH:3]=2)[CH:20]=[CH:19][CH:18]=1. The yield is 0.400. (6) The reactants are I[C:2]1[CH:11]=[CH:10][C:5]([C:6]([O:8][CH3:9])=[O:7])=[CH:4][CH:3]=1.[F:12][C:13]([F:24])([F:23])[C:14]1[C:22]2[CH2:21][CH2:20][CH2:19][CH2:18][C:17]=2[NH:16][N:15]=1.N[C@@H]1CCCC[C@H]1N.C(=O)([O-])[O-].[K+].[K+]. The catalyst is O1CCOCC1.[Cu]I. The product is [F:24][C:13]([F:12])([F:23])[C:14]1[C:22]2[CH2:21][CH2:20][CH2:19][CH2:18][C:17]=2[N:16]([C:2]2[CH:11]=[CH:10][C:5]([C:6]([O:8][CH3:9])=[O:7])=[CH:4][CH:3]=2)[N:15]=1. The yield is 0.360. (7) The reactants are [NH2:1][C@H:2]1[C:11]2[C:6](=[CH:7][CH:8]=[CH:9][CH:10]=2)[N:5]([C:12]([C:14]2[CH:19]=[CH:18][C:17]([F:20])=[CH:16][CH:15]=2)=[O:13])[C@@H:4]([CH3:21])[CH2:3]1.[Cl:22][C:23]1[CH:28]=[CH:27][C:26](B(O)O)=[CH:25][CH:24]=1.N1C=CC=CC=1.[C:38](OCC)(=[O:40])[CH3:39]. The catalyst is CN(C=O)C.C([O-])(=O)C.[Cu+2].C([O-])(=O)C. The product is [Cl:22][C:23]1[CH:28]=[CH:27][C:26]([N:1]([C@H:2]2[C:11]3[C:6](=[CH:7][CH:8]=[CH:9][CH:10]=3)[N:5]([C:12](=[O:13])[C:14]3[CH:15]=[CH:16][C:17]([F:20])=[CH:18][CH:19]=3)[C@@H:4]([CH3:21])[CH2:3]2)[C:38](=[O:40])[CH3:39])=[CH:25][CH:24]=1. The yield is 0.180. (8) The reactants are [Cl:1][C:2]1[C:7](=[O:8])[N:6]([C:9]2[CH:10]=[C:11]([CH:15]=[CH:16][C:17]=2[CH3:18])[C:12](O)=[O:13])[CH:5]=[N:4][C:3]=1[O:19][CH2:20][C:21]1[CH:26]=[CH:25][C:24]([F:27])=[CH:23][C:22]=1[F:28].ClC(OCC(C)C)=O.CN1CCOCC1.Cl.[NH2:45][CH2:46][C:47]([NH2:49])=[O:48]. The catalyst is CC(N(C)C)=O.CN(C1C=CN=CC=1)C. The product is [Cl:1][C:2]1[C:7](=[O:8])[N:6]([C:9]2[CH:10]=[C:11]([CH:15]=[CH:16][C:17]=2[CH3:18])[C:12]([NH:45][CH2:46][C:47]([NH2:49])=[O:48])=[O:13])[CH:5]=[N:4][C:3]=1[O:19][CH2:20][C:21]1[CH:26]=[CH:25][C:24]([F:27])=[CH:23][C:22]=1[F:28]. The yield is 0.270. (9) The reactants are [N:8]1(C([N:8]2[CH:12]=[CH:11][N:10]=[CH:9]2)=N)[CH:12]=[CH:11][N:10]=[CH:9]1.Cl.NC1C=[CH:19][C:18]([O:21][CH3:22])=[CH:17][C:16]=1[OH:23].C(N(CC)CC)C. The catalyst is C1COCC1. The product is [CH3:22][O:21][C:18]1[CH:19]=[CH:12][C:11]2[N:10]=[C:9]([NH2:8])[O:23][C:16]=2[CH:17]=1. The yield is 0.900. (10) The reactants are [Cl:1][C:2]1[CH:3]=[C:4]([C:9]2[CH:13]=[CH:12][N:11]([CH2:14][CH:15]3[CH2:17][O:16]3)[N:10]=2)[CH:5]=[CH:6][C:7]=1[Cl:8].[CH3:18][C:19]1[CH:24]=[CH:23][CH:22]=[CH:21][C:20]=1[N:25]1[CH2:30][CH2:29][NH:28][CH2:27][CH2:26]1. The catalyst is CCO. The product is [Cl:1][C:2]1[CH:3]=[C:4]([C:9]2[CH:13]=[CH:12][N:11]([CH2:14][CH:15]([OH:16])[CH2:17][N:28]3[CH2:29][CH2:30][N:25]([C:20]4[CH:21]=[CH:22][CH:23]=[CH:24][C:19]=4[CH3:18])[CH2:26][CH2:27]3)[N:10]=2)[CH:5]=[CH:6][C:7]=1[Cl:8]. The yield is 0.700.